Dataset: Full USPTO retrosynthesis dataset with 1.9M reactions from patents (1976-2016). Task: Predict the reactants needed to synthesize the given product. (1) Given the product [CH3:46][O:47][C:48](=[O:57])[CH:49]([P:51]([O:53][CH3:54])([O:55][CH3:56])=[O:52])[NH:50][C:37](=[O:39])[C:36]1[CH:40]=[CH:41][C:33]([C:31]([NH:30][CH2:29][C:28]2[CH:43]=[CH:44][CH:45]=[C:26]([OH:25])[CH:27]=2)=[O:32])=[CH:34][C:35]=1[CH3:42], predict the reactants needed to synthesize it. The reactants are: F[P-](F)(F)(F)(F)F.N1(OC(N(C)C)=[N+](C)C)C2C=CC=CC=2N=N1.[OH:25][C:26]1[CH:27]=[C:28]([CH:43]=[CH:44][CH:45]=1)[CH2:29][NH:30][C:31]([C:33]1[CH:41]=[CH:40][C:36]([C:37]([OH:39])=O)=[C:35]([CH3:42])[CH:34]=1)=[O:32].[CH3:46][O:47][C:48](=[O:57])[CH:49]([P:51]([O:55][CH3:56])([O:53][CH3:54])=[O:52])[NH2:50].C(N(C(C)C)CC)(C)C. (2) Given the product [NH:1]([C:60]([O:62][CH2:63][C:64]1[CH:69]=[CH:68][CH:67]=[CH:66][CH:65]=1)=[O:61])[C@H:2]([C:27]([N:29]1[CH2:59][CH2:58][CH2:57][C@H:30]1[C:31]([NH:33][C@H:34]([C:42]([NH:44][C@H:45]([C:54]([OH:56])=[O:55])[CH2:46][CH2:47][CH2:48][CH2:49][NH:50][C:51]([CH3:53])=[O:52])=[O:43])[CH2:35][CH2:36][CH2:37][CH2:38][N:39]([CH3:40])[CH3:41])=[O:32])=[O:28])[CH2:3][CH2:4][C:5](=[O:26])[NH2:6].[NH2:70][C:71]1[C:76]2[N:77]=[C:78]([C:80]#[N:81])[S:79][C:75]=2[CH:74]=[CH:73][CH:72]=1, predict the reactants needed to synthesize it. The reactants are: [NH:1]([C:60]([O:62][CH2:63][C:64]1[CH:69]=[CH:68][CH:67]=[CH:66][CH:65]=1)=[O:61])[C@H:2]([C:27]([N:29]1[CH2:59][CH2:58][CH2:57][C@H:30]1[C:31]([NH:33][C@H:34]([C:42]([NH:44][C@H:45]([C:54]([OH:56])=[O:55])[CH2:46][CH2:47][CH2:48][CH2:49][NH:50][C:51]([CH3:53])=[O:52])=[O:43])[CH2:35][CH2:36][CH2:37][CH2:38][N:39]([CH3:41])[CH3:40])=[O:32])=[O:28])[CH2:3][CH2:4][C:5](=[O:26])[NH:6]C(C1C=CC=CC=1)(C1C=CC=CC=1)C1C=CC=CC=1.[NH2:70][C:71]1[C:76]2[N:77]=[C:78]([C:80]#[N:81])[S:79][C:75]=2[CH:74]=[CH:73][CH:72]=1.C([SiH](C(C)C)C(C)C)(C)C.C(#N)C.C(O)(C(F)(F)F)=O.